From a dataset of Full USPTO retrosynthesis dataset with 1.9M reactions from patents (1976-2016). Predict the reactants needed to synthesize the given product. Given the product [CH2:1]1[CH2:2][CH2:3][CH:4]([C@@H:7]([NH2:11])[C:8]([OH:10])=[O:9])[CH2:5][CH2:6]1, predict the reactants needed to synthesize it. The reactants are: [CH:1]1[CH:6]=[CH:5][C:4]([C@@H:7]([NH2:11])[C:8]([OH:10])=[O:9])=[CH:3][CH:2]=1.O.Cl.